From a dataset of Catalyst prediction with 721,799 reactions and 888 catalyst types from USPTO. Predict which catalyst facilitates the given reaction. (1) Reactant: [CH3:1][O:2][C:3](=[O:24])[C:4]([C:11]1[CH:16]=[CH:15][C:14]([O:17]COCCOC)=[CH:13][CH:12]=1)([CH2:8][O:9][CH3:10])[CH2:5][O:6][CH3:7].Cl. Product: [CH3:1][O:2][C:3](=[O:24])[C:4]([C:11]1[CH:12]=[CH:13][C:14]([OH:17])=[CH:15][CH:16]=1)([CH2:8][O:9][CH3:10])[CH2:5][O:6][CH3:7]. The catalyst class is: 71. (2) Reactant: [CH2:1]([N:3]([CH2:28][CH3:29])[C:4]([C:6]1[CH:7]=[CH:8][C:9]2[CH:10]([CH:20]3[CH2:26][CH:25]4[NH:27][CH:22]([CH2:23][CH2:24]4)[CH2:21]3)[C:11]3[C:16]([O:17][C:18]=2[CH:19]=1)=[CH:15][CH:14]=[CH:13][CH:12]=3)=[O:5])[CH3:2].C(O[BH-](OC(=O)C)OC(=O)C)(=O)C.C[N+](C)(C)C.[O:48]1[CH:52]=[CH:51][C:50]([CH:53]=O)=[CH:49]1. Product: [CH2:28]([N:3]([CH2:1][CH3:2])[C:4]([C:6]1[CH:7]=[CH:8][C:9]2[C:10](=[C:20]3[CH2:26][CH:25]4[N:27]([CH2:53][C:50]5[CH:51]=[CH:52][O:48][CH:49]=5)[CH:22]([CH2:23][CH2:24]4)[CH2:21]3)[C:11]3[C:16]([O:17][C:18]=2[CH:19]=1)=[CH:15][CH:14]=[CH:13][CH:12]=3)=[O:5])[CH3:29]. The catalyst class is: 2. (3) Reactant: [Br:1][C:2]1[CH:11]=[C:10]2[C:5]([C:6](Cl)=[C:7]([C:12]([NH2:14])=[O:13])[CH:8]=[N:9]2)=[CH:4][CH:3]=1.[NH2:16][C:17]1[CH:18]=[CH:19][C:20]([OH:26])=[C:21]([CH:25]=1)[C:22]([OH:24])=[O:23]. Product: [NH2:14][C:12]([C:7]1[CH:8]=[N:9][C:10]2[C:5]([C:6]=1[NH:16][C:17]1[CH:18]=[CH:19][C:20]([OH:26])=[C:21]([CH:25]=1)[C:22]([OH:24])=[O:23])=[CH:4][CH:3]=[C:2]([Br:1])[CH:11]=2)=[O:13]. The catalyst class is: 15. (4) Reactant: [OH:1]OS([O-])=O.[K+].[Cl:7][C:8]1[C:9]([CH:16]2[CH2:21][C:20]([S:23]([C:26]3[CH:31]=[CH:30][CH:29]=[C:28]([O:32][CH:33]([F:35])[F:34])[CH:27]=3)(=[O:25])=[O:24])([CH3:22])[CH2:19][CH2:18][O:17]2)=[N:10][CH:11]=[C:12]([S:14][CH3:15])[CH:13]=1.[OH2:36]. Product: [Cl:7][C:8]1[C:9]([CH:16]2[CH2:21][C:20]([S:23]([C:26]3[CH:31]=[CH:30][CH:29]=[C:28]([O:32][CH:33]([F:34])[F:35])[CH:27]=3)(=[O:24])=[O:25])([CH3:22])[CH2:19][CH2:18][O:17]2)=[N:10][CH:11]=[C:12]([S:14]([CH3:15])(=[O:1])=[O:36])[CH:13]=1. The catalyst class is: 5. (5) Reactant: [F:1][C:2]1[C:7]2[CH2:8][CH2:9][CH:10]([N:14]3[CH:18]=[C:17]([C:19]4[CH:24]=[CH:23][C:22]([I:25])=[C:21]([O:26][CH3:27])[CH:20]=4)[N:16]=[N:15]3)[C:11](=[O:13])[NH:12][C:6]=2[CH:5]=[CH:4][CH:3]=1.C(=O)([O-])[O-].[Cs+].[Cs+].FC(F)(F)S(O[CH2:40][C:41]([F:44])([F:43])[F:42])(=O)=O. Product: [F:1][C:2]1[C:7]2[CH2:8][CH2:9][CH:10]([N:14]3[CH:18]=[C:17]([C:19]4[CH:24]=[CH:23][C:22]([I:25])=[C:21]([O:26][CH3:27])[CH:20]=4)[N:16]=[N:15]3)[C:11](=[O:13])[N:12]([CH2:40][C:41]([F:44])([F:43])[F:42])[C:6]=2[CH:5]=[CH:4][CH:3]=1. The catalyst class is: 20. (6) Reactant: [CH2:1]([O:8][C:9]([NH:11][CH2:12][C@@H:13]([C:22]([OH:24])=O)[NH:14][C:15]([O:17][C:18]([CH3:21])([CH3:20])[CH3:19])=[O:16])=[O:10])[C:2]1[CH:7]=[CH:6][CH:5]=[CH:4][CH:3]=1.C1(NC2CCCCC2)CCCCC1.[C:38]([O:42][C:43](=[O:48])[NH:44][CH2:45][CH2:46][NH2:47])([CH3:41])([CH3:40])[CH3:39].C(Cl)CCl.C1C=CC2N(O)N=NC=2C=1. Product: [CH2:1]([O:8][C:9](=[O:10])[NH:11][CH2:12][C@H:13]([NH:14][C:15]([O:17][C:18]([CH3:19])([CH3:20])[CH3:21])=[O:16])[C:22]([NH:47][CH2:46][CH2:45][NH:44][C:43]([O:42][C:38]([CH3:41])([CH3:40])[CH3:39])=[O:48])=[O:24])[C:2]1[CH:3]=[CH:4][CH:5]=[CH:6][CH:7]=1. The catalyst class is: 289.